From a dataset of Full USPTO retrosynthesis dataset with 1.9M reactions from patents (1976-2016). Predict the reactants needed to synthesize the given product. (1) Given the product [CH2:1]([O:3][CH2:4][C:5]1[N:19]([CH2:20][C:21]2([NH:27][C:28](=[O:34])[O:29][C:30]([CH3:32])([CH3:31])[CH3:33])[CH2:26][CH2:25][CH2:24][CH2:23][CH2:22]2)[C:18]2[C:17]3[CH:16]=[CH:15][CH:14]=[CH:13][C:12]=3[N:11]=[CH:10][C:9]=2[N:8]=1)[CH3:2], predict the reactants needed to synthesize it. The reactants are: [CH2:1]([O:3][CH2:4][C:5](Cl)=O)[CH3:2].[NH2:8][C:9]1[CH:10]=[N:11][C:12]2[C:17]([C:18]=1[NH:19][CH2:20][C:21]1([NH:27][C:28](=[O:34])[O:29][C:30]([CH3:33])([CH3:32])[CH3:31])[CH2:26][CH2:25][CH2:24][CH2:23][CH2:22]1)=[CH:16][CH:15]=[CH:14][CH:13]=2.[OH-].[Na+]. (2) The reactants are: [F:1][C:2]([F:33])([O:13][C:14]1[CH:19]=[CH:18][C:17]([C:20]2[CH:25]=[C:24]([F:26])[C:23]([C:27]([F:30])([F:29])[F:28])=[C:22]([F:31])[CH:21]=2)=[C:16]([F:32])[CH:15]=1)[C:3]1[C:10]([F:11])=[CH:9][C:6]([CH:7]=[O:8])=[CH:5][C:4]=1[F:12].[CH:34]([CH:36]([CH2:39][CH2:40][CH3:41])[CH2:37]O)=[CH2:35].[Bi](Br)(Br)[Br:43]. Given the product [Br:43][CH:34]1[CH:36]([CH2:39][CH2:40][CH3:41])[CH2:37][O:8][CH:7]([C:6]2[CH:5]=[C:4]([F:12])[C:3]([C:2]([F:1])([F:33])[O:13][C:14]3[CH:19]=[CH:18][C:17]([C:20]4[CH:25]=[C:24]([F:26])[C:23]([C:27]([F:29])([F:30])[F:28])=[C:22]([F:31])[CH:21]=4)=[C:16]([F:32])[CH:15]=3)=[C:10]([F:11])[CH:9]=2)[CH2:35]1, predict the reactants needed to synthesize it. (3) Given the product [Cl:26][C:27]1[CH:28]=[C:29]2[C:37](=[CH:38][CH:39]=1)[C:32]1([CH2:36][CH2:35][N:34]([CH2:2][CH2:3][CH2:4][S:5][C:6]3[N:7]([CH3:18])[C:8]([C:11]4[S:15][C:14]([CH3:16])=[N:13][C:12]=4[CH3:17])=[N:9][N:10]=3)[CH2:33]1)[CH2:31][CH2:30]2, predict the reactants needed to synthesize it. The reactants are: Cl[CH2:2][CH2:3][CH2:4][S:5][C:6]1[N:7]([CH3:18])[C:8]([C:11]2[S:15][C:14]([CH3:16])=[N:13][C:12]=2[CH3:17])=[N:9][N:10]=1.C([O-])([O-])=O.[K+].[K+].Cl.[Cl:26][C:27]1[CH:28]=[C:29]2[C:37](=[CH:38][CH:39]=1)[C:32]1([CH2:36][CH2:35][NH:34][CH2:33]1)[CH2:31][CH2:30]2.[Na+].[I-]. (4) The reactants are: [N:1]1[C:10]2[C:5](=[CH:6][CH:7]=[C:8]([NH:11][C:12]([C:14]3[CH:23]=[CH:22][C:21]4[C:16](=[CH:17][CH:18]=[C:19](Br)[CH:20]=4)[CH:15]=3)=[O:13])[CH:9]=2)[CH:4]=[CH:3][CH:2]=1.[CH:25]([N:28]1[CH2:33][CH2:32][NH:31][CH2:30][CH2:29]1)([CH3:27])[CH3:26]. Given the product [N:1]1[C:10]2[C:5](=[CH:6][CH:7]=[C:8]([NH:11][C:12]([C:14]3[CH:23]=[CH:22][C:21]4[C:16](=[CH:17][CH:18]=[C:19]([N:31]5[CH2:32][CH2:33][N:28]([CH:25]([CH3:27])[CH3:26])[CH2:29][CH2:30]5)[CH:20]=4)[CH:15]=3)=[O:13])[CH:9]=2)[CH:4]=[CH:3][CH:2]=1, predict the reactants needed to synthesize it. (5) Given the product [CH:5]1([C:3]2[N:15]=[CH:14][NH:16][CH:2]=2)[CH2:9][CH2:8][CH2:7][CH2:6]1, predict the reactants needed to synthesize it. The reactants are: Cl[CH2:2][C:3]([CH:5]1[CH2:9][CH2:8][CH2:7][CH2:6]1)=O.C(O)(=O)C.[CH:14]([NH2:16])=[NH:15].[OH-].[NH4+].C1COCC1. (6) Given the product [C:1]([NH:5][C:6](=[O:35])[C:7]1[CH:12]=[CH:11][CH:10]=[C:9]([O:13][C:14]2[CH:19]=[CH:18][C:17]([NH:20][C:21]3[C:31]4[CH:30]=[C:29]([CH2:32][NH:39][CH2:38][CH:37]([F:40])[F:36])[CH2:28][CH2:27][NH:26][C:25]=4[N:24]=[CH:23][N:22]=3)=[CH:16][C:15]=2[Cl:34])[CH:8]=1)([CH3:4])([CH3:2])[CH3:3], predict the reactants needed to synthesize it. The reactants are: [C:1]([NH:5][C:6](=[O:35])[C:7]1[CH:12]=[CH:11][CH:10]=[C:9]([O:13][C:14]2[CH:19]=[CH:18][C:17]([NH:20][C:21]3[C:31]4[CH:30]=[C:29]([CH:32]=O)[CH2:28][CH2:27][NH:26][C:25]=4[N:24]=[CH:23][N:22]=3)=[CH:16][C:15]=2[Cl:34])[CH:8]=1)([CH3:4])([CH3:3])[CH3:2].[F:36][CH:37]([F:40])[CH2:38][NH2:39].C(O[BH-](OC(=O)C)OC(=O)C)(=O)C.[Na+].C(=O)(O)[O-].[Na+]. (7) The reactants are: [CH:1]1N=C[N:3]([C:6]([N:8]2[CH:12]=[N:11][CH:10]=[CH:9]2)=[O:7])[CH:2]=1.[Cl:13][C:14]1[CH:27]=[CH:26][C:17]([O:18][C:19]2[CH:25]=[CH:24]C(N)=C[CH:20]=2)=[CH:16][CH:15]=1.C(O)(=O)[CH2:29][C:30]([CH2:35][C:36](O)=O)([C:32](O)=O)O.[CH2:41](Cl)Cl. Given the product [C:30]([C:35]1[CH:9]=[CH:10][N:11]=[C:12]([NH:8][C:6]([NH:3][C:2]2[CH:1]=[CH:20][C:19]([O:18][C:17]3[CH:16]=[CH:15][C:14]([Cl:13])=[CH:27][CH:26]=3)=[CH:25][CH:24]=2)=[O:7])[CH:36]=1)([CH3:41])([CH3:32])[CH3:29], predict the reactants needed to synthesize it.